Predict the reactants needed to synthesize the given product. From a dataset of Full USPTO retrosynthesis dataset with 1.9M reactions from patents (1976-2016). (1) Given the product [CH3:26][O:27][C:28]1[CH:35]=[C:34]([O:36][CH3:37])[CH:33]=[CH:32][C:29]=1[CH2:30][NH:15][C:16]1[C:17]([C:22]([O:24][CH3:25])=[O:23])=[N:18][CH:19]=[CH:20][N:21]=1, predict the reactants needed to synthesize it. The reactants are: C(O[BH-](OC(=O)C)OC(=O)C)(=O)C.[Na+].[NH2:15][C:16]1[C:17]([C:22]([O:24][CH3:25])=[O:23])=[N:18][CH:19]=[CH:20][N:21]=1.[CH3:26][O:27][C:28]1[CH:35]=[C:34]([O:36][CH3:37])[CH:33]=[CH:32][C:29]=1[CH:30]=O.O. (2) Given the product [CH2:1]([O:3][C:4]([C:6]1[S:7][C:8]([C:22]#[C:21][C:20]([CH3:24])([CH3:23])[CH3:19])=[CH:9][CH:10]=1)=[O:5])[CH3:2], predict the reactants needed to synthesize it. The reactants are: [CH2:1]([O:3][C:4]([C:6]1[S:7][C:8](Br)=[CH:9][CH:10]=1)=[O:5])[CH3:2].C(N(CC)CC)C.[CH3:19][C:20]([CH3:24])([CH3:23])[C:21]#[CH:22]. (3) Given the product [CH2:20]([O:27][C:28]([N:30]1[CH2:36][C@@H:35]([OH:37])[C@H:34]([NH2:38])[CH2:33][CH2:32][C@H:31]1[CH3:41])=[O:29])[C:21]1[CH:22]=[CH:23][CH:24]=[CH:25][CH:26]=1, predict the reactants needed to synthesize it. The reactants are: C1(P(C2C=CC=CC=2)C2C=CC=CC=2)C=CC=CC=1.[CH2:20]([O:27][C:28]([N:30]1[CH2:36][C@@H:35]([OH:37])[C@H:34]([N:38]=[N+]=[N-])[CH2:33][CH2:32][C@H:31]1[CH3:41])=[O:29])[C:21]1[CH:26]=[CH:25][CH:24]=[CH:23][CH:22]=1. (4) Given the product [Cl:39][C:18]1[CH:19]=[CH:20][C:21]([C:31]2[N:32]([CH:33]3[CH2:34][CH2:35]3)[C:28](=[O:43])[N:29]([CH2:2][C:1]([NH:15][CH:13]([C:9]3[CH:10]=[CH:11][CH:12]=[C:7]([C:6]([F:16])([F:17])[F:5])[CH:8]=3)[CH3:14])=[O:4])[CH:30]=2)=[CH:22][CH:23]=1, predict the reactants needed to synthesize it. The reactants are: [C:1]([OH:4])(=O)[CH3:2].[F:5][C:6]([F:17])([F:16])[C:7]1[CH:8]=[C:9]([CH:13]([NH2:15])[CH3:14])[CH:10]=[CH:11][CH:12]=1.[CH:18]1[CH:19]=[CH:20][C:21]2N(O)N=N[C:22]=2[CH:23]=1.[CH3:28][CH2:29][N:30]=[C:31]=[N:32][CH2:33][CH2:34][CH2:35]N(C)C.[ClH:39].CN(C)C=[O:43]. (5) Given the product [F:13][C:14]1[CH:19]=[CH:18][C:17]([O:20][CH3:21])=[CH:16][C:15]=1[C:11]1[CH:10]=[CH:9][C:4]([C:5]([O:7][CH3:8])=[O:6])=[CH:3][C:2]=1[OH:1], predict the reactants needed to synthesize it. The reactants are: [OH:1][C:2]1[CH:3]=[C:4]([CH:9]=[CH:10][C:11]=1I)[C:5]([O:7][CH3:8])=[O:6].[F:13][C:14]1[CH:19]=[CH:18][C:17]([O:20][CH3:21])=[CH:16][C:15]=1B(O)O.C(O)(C)C.C(=O)([O-])[O-].[Na+].[Na+]. (6) Given the product [NH2:1][C:2]1[N:10]=[C:9]([O:11][CH2:12][CH2:13][O:14][CH3:15])[N:8]=[C:7]2[C:3]=1[N:4]=[C:5]([Br:25])[N:6]2[CH2:16][C:17]1[CH:18]=[CH:19][C:20]([C:21]#[N:22])=[CH:23][CH:24]=1, predict the reactants needed to synthesize it. The reactants are: [NH2:1][C:2]1[N:10]=[C:9]([O:11][CH2:12][CH2:13][O:14][CH3:15])[N:8]=[C:7]2[C:3]=1[N:4]=[CH:5][N:6]2[CH2:16][C:17]1[CH:24]=[CH:23][C:20]([C:21]#[N:22])=[CH:19][CH:18]=1.[Br:25]Br. (7) Given the product [Br:1][C:2]1[C:7]([O:20][CH2:17][CH3:18])=[N:6][C:5]([NH2:11])=[N:4][C:3]=1[C:12]1[O:13][CH:14]=[CH:15][CH:16]=1, predict the reactants needed to synthesize it. The reactants are: [Br:1][C:2]1[C:3]([C:12]2[O:13][CH:14]=[CH:15][CH:16]=2)=[N:4][C:5]([NH2:11])=[N:6][C:7]=1S(C)=O.[CH:17]([OH:20])(C)[CH3:18].C1CCN2C(=NCCC2)CC1.